Task: Predict the product of the given reaction.. Dataset: Forward reaction prediction with 1.9M reactions from USPTO patents (1976-2016) (1) Given the reactants [Cl:1][C:2]1[CH:3]=[C:4]([C@@H:8]2[C@@H:13]([C:14]3[CH:19]=[CH:18][C:17]([Cl:20])=[CH:16][CH:15]=3)[N:12]([CH2:21][CH:22]3[CH2:24][CH2:23]3)[C:11](=[O:25])[C@@H:10]([CH2:26][C:27]#[N:28])[CH2:9]2)[CH:5]=[CH:6][CH:7]=1.[Cl-].[NH4+].[N-:31]=[N+:32]=[N-:33].[Na+].C(O)(=O)CC(CC(O)=O)(C(O)=O)O, predict the reaction product. The product is: [NH:31]1[C:27]([CH2:26][C@H:10]2[CH2:9][C@H:8]([C:4]3[CH:5]=[CH:6][CH:7]=[C:2]([Cl:1])[CH:3]=3)[C@@H:13]([C:14]3[CH:19]=[CH:18][C:17]([Cl:20])=[CH:16][CH:15]=3)[N:12]([CH2:21][CH:22]3[CH2:23][CH2:24]3)[C:11]2=[O:25])=[N:28][N:33]=[N:32]1. (2) Given the reactants [CH2:1]([CH:4]1[CH2:8][CH:7]([CH2:9][N+:10]([O-:12])=[O:11])[CH2:6][C:5]1=O)[CH:2]=[CH2:3].[C:14]([O-:17])(=O)[CH3:15].[NH4+:18].[C:19]([N+:23]#[C-])([CH3:22])([CH3:21])[CH3:20].FC(F)(F)[CH2:27][OH:28], predict the reaction product. The product is: [C:14]([NH:18][C@@:5]1([C:27]([NH:23][C:19]([CH3:22])([CH3:21])[CH3:20])=[O:28])[CH2:6][CH:7]([CH2:9][N+:10]([O-:12])=[O:11])[CH2:8][C@@H:4]1[CH2:1][CH:2]=[CH2:3])(=[O:17])[CH3:15]. (3) Given the reactants [NH2:1][C@H:2]1[CH2:7][CH2:6][C@H:5]([CH2:8][CH2:9][N:10]2[C:15]3[CH:16]=[C:17]([O:20][CH3:21])[CH:18]=[CH:19][C:14]=3[O:13][CH2:12][C:11]2=[O:22])[CH2:4][CH2:3]1.[O:23]=[C:24]1[CH2:29][O:28][C:27]2[CH:30]=[CH:31][C:32]([CH:34]=O)=[N:33][C:26]=2[NH:25]1.C([BH3-])#N.[Na+], predict the reaction product. The product is: [CH3:21][O:20][C:17]1[CH:18]=[CH:19][C:14]2[O:13][CH2:12][C:11](=[O:22])[N:10]([CH2:9][CH2:8][C@H:5]3[CH2:6][CH2:7][C@H:2]([NH:1][CH2:34][C:32]4[CH:31]=[CH:30][C:27]5[O:28][CH2:29][C:24](=[O:23])[NH:25][C:26]=5[N:33]=4)[CH2:3][CH2:4]3)[C:15]=2[CH:16]=1.